Task: Predict the reactants needed to synthesize the given product.. Dataset: Full USPTO retrosynthesis dataset with 1.9M reactions from patents (1976-2016) Given the product [C:52]([O:51][CH2:50][CH2:49][CH2:48][C@H:44]1[CH2:45][C:46](=[CH2:47])[C@H:42]([CH2:41][CH2:40][C@H:34]2[CH2:35][C@@H:36]([CH3:39])[C:37](=[CH2:38])[C@@H:32]([CH2:31][C@H:16]3[C@H:17]([CH2:21][S:22]([C:25]4[CH:26]=[CH:27][CH:28]=[CH:29][CH:30]=4)(=[O:24])=[O:23])[C@@H:18]([O:19][CH3:20])[C@@H:14]([CH2:13][C@H:12]([OH:58])[CH2:11][OH:10])[O:15]3)[O:33]2)[O:43]1)(=[O:57])[C:53]([CH3:54])([CH3:56])[CH3:55], predict the reactants needed to synthesize it. The reactants are: [N+](C1C=CC(C([O:10][CH2:11][C@@H:12]([O:58]C(=O)C2C=CC([N+]([O-])=O)=CC=2)[CH2:13][C@@H:14]2[C@H:18]([O:19][CH3:20])[C@@H:17]([CH2:21][S:22]([C:25]3[CH:30]=[CH:29][CH:28]=[CH:27][CH:26]=3)(=[O:24])=[O:23])[C@H:16]([CH2:31][C@@H:32]3[C:37](=[CH2:38])[C@H:36]([CH3:39])[CH2:35][C@H:34]([CH2:40][CH2:41][C@H:42]4[C:46](=[CH2:47])[CH2:45][C@H:44]([CH2:48][CH2:49][CH2:50][O:51][C:52](=[O:57])[C:53]([CH3:56])([CH3:55])[CH3:54])[O:43]4)[O:33]3)[O:15]2)=O)=CC=1)([O-])=O.